Dataset: Full USPTO retrosynthesis dataset with 1.9M reactions from patents (1976-2016). Task: Predict the reactants needed to synthesize the given product. (1) Given the product [F:1][C:2]1[CH:3]=[C:4]([CH:57]=[CH:58][CH:59]=1)[CH2:5][N:6]1[C:10]([CH3:11])=[C:9]([C:12]2[C:20]3[C:15](=[N:16][CH:17]=[C:18]([C:21]4[CH:22]=[CH:23][C:24]([O:32][CH2:33][CH2:34][CH2:35][OH:36])=[C:25]([NH:27][S:28]([CH3:31])(=[O:29])=[O:30])[CH:26]=4)[CH:19]=3)[N:14]([S:46]([C:49]3[CH:50]=[CH:51][C:52]([CH3:53])=[CH:54][CH:55]=3)(=[O:47])=[O:48])[CH:13]=2)[C:8]([CH3:56])=[N:7]1, predict the reactants needed to synthesize it. The reactants are: [F:1][C:2]1[CH:3]=[C:4]([CH:57]=[CH:58][CH:59]=1)[CH2:5][N:6]1[C:10]([CH3:11])=[C:9]([C:12]2[C:20]3[C:15](=[N:16][CH:17]=[C:18]([C:21]4[CH:22]=[CH:23][C:24]([O:32][CH2:33][CH2:34][CH2:35][O:36]CC5C=CC(OC)=CC=5)=[C:25]([NH:27][S:28]([CH3:31])(=[O:30])=[O:29])[CH:26]=4)[CH:19]=3)[N:14]([S:46]([C:49]3[CH:55]=[CH:54][C:52]([CH3:53])=[CH:51][CH:50]=3)(=[O:48])=[O:47])[CH:13]=2)[C:8]([CH3:56])=[N:7]1.C(O)(C(F)(F)F)=O.C1(C)C=CC=CC=1. (2) Given the product [C:18]([O:22][C:23]([N:25]1[CH2:30][CH:29]=[C:28]([CH:4]([C:5]([O:7][CH2:32][CH3:33])=[O:6])[CH3:3])[CH2:27][CH2:26]1)=[O:24])([CH3:21])([CH3:20])[CH3:19], predict the reactants needed to synthesize it. The reactants are: C([C:3](CC)(CC)[CH:4](P(O)(O)=O)[C:5]([O-:7])=[O:6])C.[H-].[Na+].[C:18]([O:22][C:23]([N:25]1[CH2:30][CH2:29][C:28](=O)[CH2:27][CH2:26]1)=[O:24])([CH3:21])([CH3:20])[CH3:19].[CH2:32]1COC[CH2:33]1. (3) Given the product [Cl:1][C:2]1[CH:3]=[C:4]([CH:8]=[CH:9][C:10]=1[F:11])[C:5]([NH:21][C:12]([CH3:14])([C:15]1[CH:20]=[CH:19][CH:18]=[CH:17][CH:16]=1)[CH3:13])=[O:6], predict the reactants needed to synthesize it. The reactants are: [Cl:1][C:2]1[CH:3]=[C:4]([CH:8]=[CH:9][C:10]=1[F:11])[C:5](Cl)=[O:6].[C:12]([NH2:21])([C:15]1[CH:20]=[CH:19][CH:18]=[CH:17][CH:16]=1)([CH3:14])[CH3:13].C(N(CC)CC)C. (4) Given the product [CH2:21]([N:5]([CH2:1][CH2:2][CH2:3][CH3:4])[C:6]1[CH:11]=[CH:10][C:9]([CH:12]=[CH:13][C:14]2[S:15][C:16]([CH:32]=[O:33])=[CH:17][CH:18]=2)=[C:8]([O:19][CH3:20])[CH:7]=1)[CH2:22][CH2:23][CH3:24], predict the reactants needed to synthesize it. The reactants are: [CH2:1]([N:5]([CH2:21][CH2:22][CH2:23][CH3:24])[C:6]1[CH:11]=[CH:10][C:9]([CH:12]=[CH:13][C:14]2[S:15][CH:16]=[CH:17][CH:18]=2)=[C:8]([O:19][CH3:20])[CH:7]=1)[CH2:2][CH2:3][CH3:4].C([Li])CCC.CN(C)[CH:32]=[O:33]. (5) Given the product [CH3:1][O:2][C:3](=[O:12])[CH2:4][CH2:5][CH2:6][C:7]1[S:8][C:9]([C:16]2[C:17]([CH3:21])=[CH:18][N:19]=[C:14]([Cl:13])[N:15]=2)=[CH:10][CH:11]=1, predict the reactants needed to synthesize it. The reactants are: [CH3:1][O:2][C:3](=[O:12])[CH2:4][CH2:5][CH2:6][C:7]1[S:8][CH:9]=[CH:10][CH:11]=1.[Cl:13][C:14]1[N:19]=[C:18](Cl)[C:17]([CH3:21])=[CH:16][N:15]=1. (6) Given the product [CH3:15][C:14]1[C:13](=[O:16])[C:12]2[C:7](=[CH:8][CH:9]=[CH:10][CH:11]=2)[NH:6][C:5]=1[CH2:4][NH:3][C:30]([NH:29][CH2:24][CH2:25][CH2:26][CH2:27][CH3:28])=[O:31], predict the reactants needed to synthesize it. The reactants are: Cl.Cl.[NH2:3][CH2:4][C:5]1[NH:6][C:7]2[C:12]([C:13](=[O:16])[C:14]=1[CH3:15])=[CH:11][CH:10]=[CH:9][CH:8]=2.C(N(CC)CC)C.[CH2:24]([N:29]=[C:30]=[O:31])[CH2:25][CH2:26][CH2:27][CH3:28].